From a dataset of Full USPTO retrosynthesis dataset with 1.9M reactions from patents (1976-2016). Predict the reactants needed to synthesize the given product. (1) Given the product [NH2:9][C:7]([C:5]1[N:6]=[C:2]([Cl:1])[S:3][C:4]=1[C:19]([O:21][CH2:22][CH:23]=[CH2:24])=[O:20])=[O:8], predict the reactants needed to synthesize it. The reactants are: [Cl:1][C:2]1[S:3][C:4]([C:19]([O:21][CH2:22][CH:23]=[CH2:24])=[O:20])=[C:5]([C:7]([NH:9]C(C)(C2C=CC=CC=2)C)=[O:8])[N:6]=1. (2) The reactants are: [OH:1][C:2]1[N:7]=[CH:6][C:5]([N:8]2[C:12]([CH3:14])([CH3:13])[C:11](=[O:15])[N:10]([C:16]3[CH:23]=[CH:22][C:19]([C:20]#[N:21])=[C:18]([C:24]([F:27])([F:26])[F:25])[CH:17]=3)[C:9]2=[S:28])=[CH:4][CH:3]=1.[Si:29]([O:36][CH2:37][CH2:38]O)([C:32]([CH3:35])([CH3:34])[CH3:33])([CH3:31])[CH3:30].C1(P(C2C=CC=CC=2)C2C=CC=CC=2)C=CC=CC=1.N(C(OC(C)C)=O)=NC(OC(C)C)=O. Given the product [Si:29]([O:36][CH2:37][CH2:38][O:1][C:2]1[N:7]=[CH:6][C:5]([N:8]2[C:12]([CH3:14])([CH3:13])[C:11](=[O:15])[N:10]([C:16]3[CH:23]=[CH:22][C:19]([C:20]#[N:21])=[C:18]([C:24]([F:25])([F:27])[F:26])[CH:17]=3)[C:9]2=[S:28])=[CH:4][CH:3]=1)([C:32]([CH3:35])([CH3:34])[CH3:33])([CH3:31])[CH3:30], predict the reactants needed to synthesize it.